From a dataset of Peptide-MHC class II binding affinity with 134,281 pairs from IEDB. Regression. Given a peptide amino acid sequence and an MHC pseudo amino acid sequence, predict their binding affinity value. This is MHC class II binding data. (1) The peptide sequence is MVGTILEMLGTRLDQ. The MHC is HLA-DPA10103-DPB10301 with pseudo-sequence HLA-DPA10103-DPB10301. The binding affinity (normalized) is 0. (2) The peptide sequence is STTVSTEQNVPDPQV. The MHC is HLA-DQA10501-DQB10301 with pseudo-sequence HLA-DQA10501-DQB10301. The binding affinity (normalized) is 0.0299.